Dataset: Forward reaction prediction with 1.9M reactions from USPTO patents (1976-2016). Task: Predict the product of the given reaction. Given the reactants C(OC([N:8]1[CH2:13][CH2:12][CH2:11][CH:10]([N:14]2[C:25]3=[C:26]4[C:21](=[CH:22][CH:23]=[CH:24]3)[C:20]([Cl:27])=[N:19][CH:18]=[C:17]4[CH2:16][CH2:15]2)[CH2:9]1)=O)(C)(C)C, predict the reaction product. The product is: [Cl:27][C:20]1[C:21]2[C:26]3[C:17]([CH2:16][CH2:15][N:14]([CH:10]4[CH2:11][CH2:12][CH2:13][NH:8][CH2:9]4)[C:25]=3[CH:24]=[CH:23][CH:22]=2)=[CH:18][N:19]=1.[ClH:27].